This data is from Peptide-MHC class I binding affinity with 185,985 pairs from IEDB/IMGT. The task is: Regression. Given a peptide amino acid sequence and an MHC pseudo amino acid sequence, predict their binding affinity value. This is MHC class I binding data. The peptide sequence is TTRMENLLWK. The MHC is HLA-A11:01 with pseudo-sequence HLA-A11:01. The binding affinity (normalized) is 0.571.